Dataset: Reaction yield outcomes from USPTO patents with 853,638 reactions. Task: Predict the reaction yield, written as a fraction of the theoretical maximum amount of product (1.0 means a 100% yield; for example, 0.34 means a 34% yield). (1) The reactants are [Cl:1][C:2]1[CH:3]=[C:4]([C@H:9]2[C:18]3[C:13](=[CH:14][C:15]([C:19]#[C:20][CH2:21][CH2:22][CH2:23][O:24][CH3:25])=[CH:16][CH:17]=3)[C@@H:12]([N:26](C(OC(C)(C)C)=O)[CH3:27])[CH2:11][CH2:10]2)[CH:5]=[CH:6][C:7]=1[Cl:8]. The catalyst is Cl.O1CCOCC1. The product is [ClH:1].[Cl:1][C:2]1[CH:3]=[C:4]([C@H:9]2[C:18]3[C:13](=[CH:14][C:15]([C:19]#[C:20][CH2:21][CH2:22][CH2:23][O:24][CH3:25])=[CH:16][CH:17]=3)[C@@H:12]([NH:26][CH3:27])[CH2:11][CH2:10]2)[CH:5]=[CH:6][C:7]=1[Cl:8]. The yield is 0.520. (2) The reactants are [Br:1][C:2]1[CH:6]=[N:5][N:4]([CH3:7])[C:3]=1[C:8]1[CH:9]=[C:10]([NH2:16])[CH:11]=[CH:12][C:13]=1[O:14][CH3:15].[F:17][C:18]1[CH:19]=[C:20]([N:25]=[C:26]=[O:27])[CH:21]=[C:22]([F:24])[CH:23]=1. The catalyst is C(Cl)Cl. The product is [Br:1][C:2]1[CH:6]=[N:5][N:4]([CH3:7])[C:3]=1[C:8]1[CH:9]=[C:10]([NH:16][C:26]([NH:25][C:20]2[CH:21]=[C:22]([F:24])[CH:23]=[C:18]([F:17])[CH:19]=2)=[O:27])[CH:11]=[CH:12][C:13]=1[O:14][CH3:15]. The yield is 0.770.